This data is from Forward reaction prediction with 1.9M reactions from USPTO patents (1976-2016). The task is: Predict the product of the given reaction. (1) Given the reactants [CH3:1][O:2][C:3]([C@@H:5]1[CH2:9][CH2:8][CH2:7][N:6]1[CH2:10][C:11]([O:13]CC1C=CC=CC=1)=[O:12])=[O:4].C(OCC)(=O)C, predict the reaction product. The product is: [CH3:1][O:2][C:3]([C@@H:5]1[CH2:9][CH2:8][CH2:7][N:6]1[CH2:10][C:11]([OH:13])=[O:12])=[O:4]. (2) Given the reactants [F:1][C:2]([F:27])([F:26])[CH2:3][NH:4][C:5]([C:7]1([CH2:21][CH2:22][CH2:23][CH2:24]Br)[C:20]2[CH:19]=[CH:18][CH:17]=[CH:16][C:15]=2[O:14][C:13]2[C:8]1=[CH:9][CH:10]=[CH:11][CH:12]=2)=[O:6].[CH3:28][C@H:29]1[NH:34][C@@H:33]([CH3:35])[CH2:32][N:31]([C:36]2[CH:45]=[CH:44][C:43]3[C:38](=[CH:39][CH:40]=[CH:41][CH:42]=3)[N:37]=2)[CH2:30]1, predict the reaction product. The product is: [F:1][C:2]([F:27])([F:26])[CH2:3][NH:4][C:5]([C:7]1([CH2:21][CH2:22][CH2:23][CH2:24][N:34]2[C@H:33]([CH3:35])[CH2:32][N:31]([C:36]3[CH:45]=[CH:44][C:43]4[C:38](=[CH:39][CH:40]=[CH:41][CH:42]=4)[N:37]=3)[CH2:30][C@@H:29]2[CH3:28])[C:20]2[CH:19]=[CH:18][CH:17]=[CH:16][C:15]=2[O:14][C:13]2[C:8]1=[CH:9][CH:10]=[CH:11][CH:12]=2)=[O:6]. (3) Given the reactants [Cl:1][C:2]1[CH:9]=[C:8]([N:10]2[C:14]([CH3:15])=[C:13]([OH:16])[C:12]([CH3:17])=[N:11]2)[CH:7]=[CH:6][C:3]=1[C:4]#[N:5].Br[CH2:19][C:20]1[CH:25]=[CH:24][C:23]([F:26])=[CH:22][CH:21]=1.C(=O)([O-])[O-].[K+].[K+].[Cl-].[NH4+], predict the reaction product. The product is: [Cl:1][C:2]1[CH:9]=[C:8]([N:10]2[C:14]([CH3:15])=[C:13]([O:16][CH2:19][C:20]3[CH:25]=[CH:24][C:23]([F:26])=[CH:22][CH:21]=3)[C:12]([CH3:17])=[N:11]2)[CH:7]=[CH:6][C:3]=1[C:4]#[N:5]. (4) Given the reactants [Cl:1][C:2]1[C:7]([CH:8]=[O:9])=[CH:6][N:5]=[C:4]2[NH:10][CH:11]=[CH:12][C:3]=12.[H-].[Na+].[CH3:15][C:16]1[CH:21]=[CH:20][C:19]([S:22](Cl)(=[O:24])=[O:23])=[CH:18][CH:17]=1, predict the reaction product. The product is: [Cl:1][C:2]1[C:7]([CH:8]=[O:9])=[CH:6][N:5]=[C:4]2[N:10]([S:22]([C:19]3[CH:20]=[CH:21][C:16]([CH3:15])=[CH:17][CH:18]=3)(=[O:24])=[O:23])[CH:11]=[CH:12][C:3]=12. (5) Given the reactants Br[C:2]1[C:3]([CH3:9])=[N:4][CH:5]=[C:6]([Cl:8])[CH:7]=1.[B:10]1([B:10]2[O:14][C:13]([CH3:16])([CH3:15])[C:12]([CH3:18])([CH3:17])[O:11]2)[O:14][C:13]([CH3:16])([CH3:15])[C:12]([CH3:18])([CH3:17])[O:11]1.CC([O-])=O.[K+], predict the reaction product. The product is: [Cl:8][C:6]1[CH:7]=[C:2]([B:10]2[O:14][C:13]([CH3:16])([CH3:15])[C:12]([CH3:18])([CH3:17])[O:11]2)[C:3]([CH3:9])=[N:4][CH:5]=1.